Task: Regression. Given a peptide amino acid sequence and an MHC pseudo amino acid sequence, predict their binding affinity value. This is MHC class II binding data.. Dataset: Peptide-MHC class II binding affinity with 134,281 pairs from IEDB (1) The peptide sequence is ATTEEQKLIEDVNAS. The MHC is DRB3_0101 with pseudo-sequence DRB3_0101. The binding affinity (normalized) is 0.175. (2) The peptide sequence is AAATAGTTVYGAFAA. The MHC is DRB1_1501 with pseudo-sequence DRB1_1501. The binding affinity (normalized) is 0.457.